Dataset: Reaction yield outcomes from USPTO patents with 853,638 reactions. Task: Predict the reaction yield, written as a fraction of the theoretical maximum amount of product (1.0 means a 100% yield; for example, 0.34 means a 34% yield). (1) The reactants are [C:1]1(B(O)O)[CH:6]=[CH:5][CH:4]=[CH:3][CH:2]=1.[F-].[K+].Cl[C:13]1[CH:18]=[CH:17][C:16]([O:19][CH3:20])=[CH:15][CH:14]=1. The catalyst is C([O-])(=O)C.[Pd+2].C([O-])(=O)C.C(P(C(C)(C)C)C1C=CC=CC=1C1C=CC=CC=1)(C)(C)C.C1COCC1. The product is [CH3:20][O:19][C:16]1[CH:17]=[CH:18][C:13]([C:1]2[CH:6]=[CH:5][CH:4]=[CH:3][CH:2]=2)=[CH:14][CH:15]=1. The yield is 0.960. (2) The reactants are [Cl:1][C:2]1[S:6][C:5]([C:7]([NH:9][C@H:10]([CH2:18][N:19]2C(=O)C3C(=CC=CC=3)C2=O)[CH2:11][CH:12]2[CH2:17][CH2:16][CH2:15][CH2:14][CH2:13]2)=[O:8])=[CH:4][C:3]=1[C:30]1[N:34]([CH3:35])[N:33]=[CH:32][CH:31]=1.NN. The catalyst is O1CCCC1.CO. The product is [NH2:19][CH2:18][C@@H:10]([NH:9][C:7]([C:5]1[S:6][C:2]([Cl:1])=[C:3]([C:30]2[N:34]([CH3:35])[N:33]=[CH:32][CH:31]=2)[CH:4]=1)=[O:8])[CH2:11][CH:12]1[CH2:13][CH2:14][CH2:15][CH2:16][CH2:17]1. The yield is 0.530. (3) The reactants are [Br:1][C:2]1[CH:9]=[CH:8][C:5]([CH:6]=O)=[C:4]([O:10][C:11]2[CH:12]=[N:13][CH:14]=[CH:15][CH:16]=2)[CH:3]=1.[CH:17]1([NH2:20])[CH2:19][CH2:18]1.C(O)(=O)C.[BH-](OC(C)=O)(OC(C)=O)OC(C)=O.[Na+]. The catalyst is ClCCCl.C(Cl)Cl. The product is [Br:1][C:2]1[CH:9]=[CH:8][C:5]([CH2:6][NH:20][CH:17]2[CH2:19][CH2:18]2)=[C:4]([O:10][C:11]2[CH:12]=[N:13][CH:14]=[CH:15][CH:16]=2)[CH:3]=1. The yield is 0.760. (4) The reactants are [CH3:1][O:2][C:3]([C:5]1[C:13]([NH:14][C:15]2[CH:20]=[CH:19][C:18]([Br:21])=[CH:17][C:16]=2[Cl:22])=[C:12]([F:23])[C:8]2[N:9]=[CH:10][NH:11][C:7]=2[CH:6]=1)=[O:4].C([O-])([O-])=O.[K+].[K+].[C:30]([O:34][C:35]([CH3:38])([CH3:37])[CH3:36])(=[O:33])[CH:31]=[CH2:32]. The catalyst is CN(C=O)C.C(OCC)(=O)C. The product is [CH3:1][O:2][C:3]([C:5]1[C:13]([NH:14][C:15]2[CH:20]=[CH:19][C:18]([Br:21])=[CH:17][C:16]=2[Cl:22])=[C:12]([F:23])[C:8]2[N:9]=[CH:10][N:11]([CH2:32][CH2:31][C:30]([O:34][C:35]([CH3:38])([CH3:37])[CH3:36])=[O:33])[C:7]=2[CH:6]=1)=[O:4]. The yield is 0.620. (5) The product is [F:34][CH:2]([F:1])[C:3]1[CH:12]=[C:11]2[C:6]([CH2:7][CH2:8][CH2:9][N:10]2[C:13]2[C:17]3[CH2:18][N:19]([C:37]([NH:36][CH3:35])=[O:38])[CH2:20][CH2:21][C:16]=3[N:15]([CH:22]3[CH2:27][CH2:26][O:25][CH2:24][CH2:23]3)[N:14]=2)=[CH:5][C:4]=1[C:28]1[S:29][C:30]([CH3:33])=[CH:31][CH:32]=1. The catalyst is C(Cl)Cl. The reactants are [F:1][CH:2]([F:34])[C:3]1[CH:12]=[C:11]2[C:6]([CH2:7][CH2:8][CH2:9][N:10]2[C:13]2[C:17]3[CH2:18][NH:19][CH2:20][CH2:21][C:16]=3[N:15]([CH:22]3[CH2:27][CH2:26][O:25][CH2:24][CH2:23]3)[N:14]=2)=[CH:5][C:4]=1[C:28]1[S:29][C:30]([CH3:33])=[CH:31][CH:32]=1.[CH3:35][NH:36][C:37](N1C=CN=C1)=[O:38]. The yield is 0.450. (6) The reactants are C([O:5][C:6](=[O:21])/[CH:7]=[CH:8]/[C:9]1[CH:20]=[N:19][C:12]2[NH:13][C:14](=[O:18])[NH:15][C:16](=[O:17])[C:11]=2[CH:10]=1)(C)(C)C.FC(F)(F)C(O)=O. The catalyst is C(Cl)Cl. The product is [O:18]=[C:14]1[NH:13][C:12]2[N:19]=[CH:20][C:9](/[CH:8]=[CH:7]/[C:6]([OH:21])=[O:5])=[CH:10][C:11]=2[C:16](=[O:17])[NH:15]1. The yield is 0.910.